This data is from Full USPTO retrosynthesis dataset with 1.9M reactions from patents (1976-2016). The task is: Predict the reactants needed to synthesize the given product. (1) Given the product [CH3:59][O:60][C@@H:61]([CH3:71])[C@H:62]([NH:66][C:67]([O:69][CH3:70])=[O:68])[C:63]([N:45]1[CH2:46][C@@H:47]([CH2:49][O:50][CH3:51])[CH2:48][C@H:44]1[C:42]1[NH:43][C:39]([C:34]2[CH:35]=[C:36]3[CH2:37][O:38][C:25]4[CH:24]=[C:23]5[C:28]([CH:29]=[CH:30][C:20]6[N:19]=[C:18]([C@@H:13]7[CH2:14][CH2:15][C@H:16]([CH3:17])[N:12]7[C:10](=[O:11])[C@@H:6]([NH:5][C:3](=[O:4])[O:2][CH3:1])[CH:7]([CH3:9])[CH3:8])[NH:22][C:21]=65)=[CH:27][C:26]=4[C:31]3=[CH:32][CH:33]=2)=[CH:40][N:41]=1)=[O:65], predict the reactants needed to synthesize it. The reactants are: [CH3:1][O:2][C:3]([NH:5][C@H:6]([C:10]([N:12]1[C@@H:16]([CH3:17])[CH2:15][CH2:14][C@H:13]1[C:18]1[NH:22][C:21]2[C:23]3[C:28]([CH:29]=[CH:30][C:20]=2[N:19]=1)=[CH:27][C:26]1[C:31]2[C:36]([CH2:37][O:38][C:25]=1[CH:24]=3)=[CH:35][C:34]([C:39]1[NH:43][C:42]([C@@H:44]3[CH2:48][C@H:47]([CH2:49][O:50][CH3:51])[CH2:46][N:45]3C(OC(C)(C)C)=O)=[N:41][CH:40]=1)=[CH:33][CH:32]=2)=[O:11])[CH:7]([CH3:9])[CH3:8])=[O:4].[CH3:59][O:60][C@H:61]([CH3:71])[C@H:62]([NH:66][C:67]([O:69][CH3:70])=[O:68])[C:63]([OH:65])=O.CN(C(ON1N=NC2C=CC=NC1=2)=[N+](C)C)C.F[P-](F)(F)(F)(F)F.CN1CCOCC1. (2) Given the product [Cl:1][C:2]1[CH:3]=[C:4]([CH2:9][C:10]([N:19]2[C@@H:18]([CH2:21][N:22]3[CH2:26][CH2:25][CH2:24][CH2:23]3)[CH2:17][N:16]([C:27]([O:29][CH3:30])=[O:28])[C@H:15]([CH2:14][OH:13])[CH2:20]2)=[O:12])[CH:5]=[CH:6][C:7]=1[Cl:8], predict the reactants needed to synthesize it. The reactants are: [Cl:1][C:2]1[CH:3]=[C:4]([CH2:9][C:10]([OH:12])=O)[CH:5]=[CH:6][C:7]=1[Cl:8].[OH:13][CH2:14][C@@H:15]1[CH2:20][NH:19][C@@H:18]([CH2:21][N:22]2[CH2:26][CH2:25][CH2:24][CH2:23]2)[CH2:17][N:16]1[C:27]([O:29][CH3:30])=[O:28].[OH-].[Li+]. (3) Given the product [ClH:42].[O:3]1[C:8]2[CH:9]=[CH:10][C:11]([CH2:13][NH:14][CH:22]3[CH2:23][CH2:24][N:25]([CH2:28][CH2:29][N:30]4[C:39]5[C:34](=[CH:35][CH:36]=[C:37]([CH3:40])[CH:38]=5)[CH:33]=[CH:32][C:31]4=[O:41])[CH2:26][CH2:27]3)=[CH:12][C:7]=2[O:6][CH2:5][CH2:4]1, predict the reactants needed to synthesize it. The reactants are: CO.[O:3]1[C:8]2[CH:9]=[CH:10][C:11]([CH2:13][N:14]([CH:22]3[CH2:27][CH2:26][N:25]([CH2:28][CH2:29][N:30]4[C:39]5[C:34](=[CH:35][CH:36]=[C:37]([CH3:40])[CH:38]=5)[CH:33]=[CH:32][C:31]4=[O:41])[CH2:24][CH2:23]3)C(=O)OC(C)(C)C)=[CH:12][C:7]=2[O:6][CH2:5][CH2:4]1.[ClH:42].C(OCC)(=O)C. (4) Given the product [Cl:1][C:2]1[CH:3]=[CH:4][C:5]([O:16][CH2:17][CH:18]([CH3:23])[CH3:19])=[C:6]([CH2:8][N:9]2[C:13]([CH3:14])=[CH:12][C:11](=[O:15])[NH:10]2)[CH:7]=1, predict the reactants needed to synthesize it. The reactants are: [Cl:1][C:2]1[CH:3]=[CH:4][C:5]([O:16][CH2:17][C:18]2[CH:23]=CC=C[CH:19]=2)=[C:6]([CH2:8][N:9]2[C:13]([CH3:14])=[CH:12][C:11](=[O:15])[NH:10]2)[CH:7]=1.CC1NNC(=O)C1.ClC1C=CC(OCC(C)C)=C(C=1)C=O.